Task: Regression. Given two drug SMILES strings and cell line genomic features, predict the synergy score measuring deviation from expected non-interaction effect.. Dataset: NCI-60 drug combinations with 297,098 pairs across 59 cell lines (1) Drug 1: CCN(CC)CCNC(=O)C1=C(NC(=C1C)C=C2C3=C(C=CC(=C3)F)NC2=O)C. Drug 2: CN(C(=O)NC(C=O)C(C(C(CO)O)O)O)N=O. Cell line: SF-268. Synergy scores: CSS=-0.727, Synergy_ZIP=1.52, Synergy_Bliss=1.95, Synergy_Loewe=-1.22, Synergy_HSA=-1.51. (2) Drug 1: C1=CC(=C2C(=C1NCCNCCO)C(=O)C3=C(C=CC(=C3C2=O)O)O)NCCNCCO. Drug 2: CC1C(C(CC(O1)OC2CC(CC3=C2C(=C4C(=C3O)C(=O)C5=C(C4=O)C(=CC=C5)OC)O)(C(=O)CO)O)N)O.Cl. Cell line: SNB-75. Synergy scores: CSS=61.2, Synergy_ZIP=-4.46, Synergy_Bliss=-4.44, Synergy_Loewe=0.483, Synergy_HSA=1.73. (3) Drug 1: CCC1(CC2CC(C3=C(CCN(C2)C1)C4=CC=CC=C4N3)(C5=C(C=C6C(=C5)C78CCN9C7C(C=CC9)(C(C(C8N6C=O)(C(=O)OC)O)OC(=O)C)CC)OC)C(=O)OC)O.OS(=O)(=O)O. Drug 2: CC1=C2C(C(=O)C3(C(CC4C(C3C(C(C2(C)C)(CC1OC(=O)C(C(C5=CC=CC=C5)NC(=O)OC(C)(C)C)O)O)OC(=O)C6=CC=CC=C6)(CO4)OC(=O)C)O)C)O. Cell line: HCC-2998. Synergy scores: CSS=34.2, Synergy_ZIP=-4.21, Synergy_Bliss=-5.78, Synergy_Loewe=-8.71, Synergy_HSA=-2.25. (4) Drug 1: C1=CC(=C2C(=C1NCCNCCO)C(=O)C3=C(C=CC(=C3C2=O)O)O)NCCNCCO. Drug 2: C1=CC=C(C(=C1)C(C2=CC=C(C=C2)Cl)C(Cl)Cl)Cl. Cell line: T-47D. Synergy scores: CSS=45.7, Synergy_ZIP=8.51, Synergy_Bliss=6.84, Synergy_Loewe=5.58, Synergy_HSA=7.68.